Dataset: Peptide-MHC class II binding affinity with 134,281 pairs from IEDB. Task: Regression. Given a peptide amino acid sequence and an MHC pseudo amino acid sequence, predict their binding affinity value. This is MHC class II binding data. (1) The peptide sequence is TVWAQSAAFPAFKPE. The MHC is DRB1_0404 with pseudo-sequence DRB1_0404. The binding affinity (normalized) is 0.368. (2) The peptide sequence is FIRINNLKVKMAQED. The MHC is DRB1_1101 with pseudo-sequence DRB1_1101. The binding affinity (normalized) is 0.718. (3) The peptide sequence is VVLRKRQGPKQMLVG. The MHC is DRB3_0301 with pseudo-sequence DRB3_0301. The binding affinity (normalized) is 0.496. (4) The peptide sequence is GELQIVDKIDAAFKN. The MHC is DRB3_0101 with pseudo-sequence DRB3_0101. The binding affinity (normalized) is 0.600. (5) The peptide sequence is KKEEKKESGDAASGA. The MHC is DRB1_1501 with pseudo-sequence DRB1_1501. The binding affinity (normalized) is 0.0694. (6) The peptide sequence is LMCEIEGHHLASAAI. The MHC is HLA-DQA10301-DQB10302 with pseudo-sequence HLA-DQA10301-DQB10302. The binding affinity (normalized) is 0.152. (7) The peptide sequence is ETALKKAITAMSE. The MHC is DRB1_1501 with pseudo-sequence DRB1_1501. The binding affinity (normalized) is 0.181. (8) The peptide sequence is SQDAELSWNLNGLQAY. The MHC is DRB1_0401 with pseudo-sequence DRB1_0401. The binding affinity (normalized) is 0.352. (9) The peptide sequence is GLGWYKIEIDQDHQE. The MHC is DRB1_1201 with pseudo-sequence DRB1_1201. The binding affinity (normalized) is 0.103. (10) The peptide sequence is AFRVAATAANAAPAN. The MHC is DRB1_0901 with pseudo-sequence DRB1_0901. The binding affinity (normalized) is 0.487.